This data is from Peptide-MHC class II binding affinity with 134,281 pairs from IEDB. The task is: Regression. Given a peptide amino acid sequence and an MHC pseudo amino acid sequence, predict their binding affinity value. This is MHC class II binding data. (1) The peptide sequence is EVQKVSQPATGAATV. The MHC is DRB1_0301 with pseudo-sequence DRB1_0301. The binding affinity (normalized) is 0.0643. (2) The binding affinity (normalized) is 1.00. The peptide sequence is EKKYFMATQFEPLAA. The MHC is HLA-DPA10103-DPB10401 with pseudo-sequence HLA-DPA10103-DPB10401. (3) The peptide sequence is KYKTFEAAFTVSSKR. The MHC is HLA-DQA10301-DQB10302 with pseudo-sequence HLA-DQA10301-DQB10302. The binding affinity (normalized) is 0.177. (4) The peptide sequence is GFFTSVGKGIHTVFG. The MHC is DRB1_0301 with pseudo-sequence DRB1_0301. The binding affinity (normalized) is 0.0140. (5) The peptide sequence is AVWVDGKARTAWVDS. The MHC is DRB1_1101 with pseudo-sequence DRB1_1101. The binding affinity (normalized) is 0.426. (6) The peptide sequence is YDKFLANVSTGLTGK. The MHC is DRB1_0101 with pseudo-sequence DRB1_0101. The binding affinity (normalized) is 0.828. (7) The peptide sequence is KYNLNRAMMLDDLTM. The MHC is DRB1_0101 with pseudo-sequence DRB1_0101. The binding affinity (normalized) is 1.00. (8) The binding affinity (normalized) is 0. The MHC is DRB1_1501 with pseudo-sequence DRB1_1501. The peptide sequence is LGRFKHTDACCRTHDMCP.